From a dataset of NCI-60 drug combinations with 297,098 pairs across 59 cell lines. Regression. Given two drug SMILES strings and cell line genomic features, predict the synergy score measuring deviation from expected non-interaction effect. (1) Drug 1: CC1CCC2CC(C(=CC=CC=CC(CC(C(=O)C(C(C(=CC(C(=O)CC(OC(=O)C3CCCCN3C(=O)C(=O)C1(O2)O)C(C)CC4CCC(C(C4)OC)O)C)C)O)OC)C)C)C)OC. Drug 2: CCC1=C2CN3C(=CC4=C(C3=O)COC(=O)C4(CC)O)C2=NC5=C1C=C(C=C5)O. Cell line: TK-10. Synergy scores: CSS=10.1, Synergy_ZIP=-2.54, Synergy_Bliss=2.81, Synergy_Loewe=-7.00, Synergy_HSA=1.86. (2) Drug 1: CC1=C2C(C(=O)C3(C(CC4C(C3C(C(C2(C)C)(CC1OC(=O)C(C(C5=CC=CC=C5)NC(=O)OC(C)(C)C)O)O)OC(=O)C6=CC=CC=C6)(CO4)OC(=O)C)OC)C)OC. Drug 2: CCC1(C2=C(COC1=O)C(=O)N3CC4=CC5=C(C=CC(=C5CN(C)C)O)N=C4C3=C2)O.Cl. Cell line: ACHN. Synergy scores: CSS=35.6, Synergy_ZIP=-4.23, Synergy_Bliss=-6.37, Synergy_Loewe=-6.32, Synergy_HSA=-2.89.